From a dataset of Drug-target binding data from BindingDB using IC50 measurements. Regression. Given a target protein amino acid sequence and a drug SMILES string, predict the binding affinity score between them. We predict pIC50 (pIC50 = -log10(IC50 in M); higher means more potent). Dataset: bindingdb_ic50. (1) The drug is NCCCn1cc(C2=C(c3c[nH]c4ccccc34)C(=O)NC2=O)c2ccccc21. The target protein sequence is MDGTAAEPRPGAGSLQHAQPPPQPRKKRPEDFKFGKILGEGSFSTVVLARELATSREYAIKILEKRHIIKENKVPYVTRERDVMSRLDHPFFTKLYFTFQDDEKLYFGLSYAKNGELLKYIRKIGSFDETCTRFYTAEIVSALEYLHGKGIIHRDLKPENILLNEDMHIQIADFGTAKVLSPESKQARANSFVGTAQYVSPELLTEKSACKSSDLWALGCIIYQLVAGLPPFRAGNEYLIFQKIIKLEYDFPEKFFPKARDLVEKLLVLDATKRLGCEEMEGYGPLKAHPFFESVTWENLHQQTPPKLT. The pIC50 is 5.7. (2) The compound is CC1(C)CN(C(=O)C[C@H](N)Cc2cc(F)c(F)cc2F)Cc2nnc(C(F)(F)F)n21. The target protein (P12955) has sequence MAAATGPSFWLGNETLKVPLALFALNRQRLCERLRKNPAVQAGSIVVLQGGEETQRYCTDTGVLFRQESFFHWAFGVTEPGCYGVIDVDTGKSTLFVPRLPASHATWMGKIHSKEHFKEKYAVDDVQYVDEIASVLTSQKPSVLLTLRGVNTDSGSVCREASFDGISKFEVNNTILHPEIVECRVFKTDMELEVLRYTNKISSEAHREVMKAVKVGMKEYELESLFEHYCYSRGGMRHSSYTCICGSGENSAVLHYGHAGAPNDRTIQNGDMCLFDMGGEYYCFASDITCSFPANGKFTADQKAVYEAVLRSSRAVMGAMKPGVWWPDMHRLADRIHLEELAHMGILSGSVDAMVQAHLGAVFMPHGLGHFLGIDVHDVGGYPEGVERIDEPGLRSLRTARHLQPGMVLTVEPGIYFIDHLLDEALADPARASFLNREVLQRFRGFGGVRIEEDVVVTDSGIELLTCVPRTVEEIEACMAGCDKAFTPFSGPK. The pIC50 is 5.0.